This data is from Catalyst prediction with 721,799 reactions and 888 catalyst types from USPTO. The task is: Predict which catalyst facilitates the given reaction. (1) Reactant: [F:1][C:2]([F:29])([F:28])[C:3]1[CH:4]=[C:5]([CH:9]([O:11][C:12](=[O:27])[NH:13][C:14]2[N:15]([CH3:26])[N:16]=[N:17][C:18]=2[C:19]2[CH:24]=[CH:23][C:22](Br)=[CH:21][CH:20]=2)[CH3:10])[CH:6]=[CH:7][CH:8]=1.CC1(C)C(C)(C)OB([C:38]2[CH:43]=[CH:42][C:41]([C:44]3([C:47]([O:49][CH3:50])=[O:48])[CH2:46][CH2:45]3)=[CH:40][CH:39]=2)O1.CC(C1C=C(C(C)C)C(C2C=CC=CC=2P(C2CCCCC2)C2CCCCC2)=C(C(C)C)C=1)C.[O-]P([O-])([O-])=O.[K+].[K+].[K+]. Product: [CH3:50][O:49][C:47]([C:44]1([C:41]2[CH:42]=[CH:43][C:38]([C:22]3[CH:23]=[CH:24][C:19]([C:18]4[N:17]=[N:16][N:15]([CH3:26])[C:14]=4[NH:13][C:12]([O:11][CH:9]([C:5]4[CH:6]=[CH:7][CH:8]=[C:3]([C:2]([F:29])([F:28])[F:1])[CH:4]=4)[CH3:10])=[O:27])=[CH:20][CH:21]=3)=[CH:39][CH:40]=2)[CH2:46][CH2:45]1)=[O:48]. The catalyst class is: 493. (2) Reactant: Br[CH2:2][C:3]([C:5]1[CH:10]=[CH:9][C:8]([C:11]#[N:12])=[CH:7][CH:6]=1)=[O:4].C([O-])=[O:14].[Na+]. Product: [OH:14][CH2:2][C:3]([C:5]1[CH:10]=[CH:9][C:8]([C:11]#[N:12])=[CH:7][CH:6]=1)=[O:4]. The catalyst class is: 5. (3) The catalyst class is: 2. Reactant: C(O)(C(F)(F)F)=O.[F:8][C:9]1[CH:10]=[C:11]([C:15]2[CH:16]=[CH:17][C:18]3[N:24]4[CH2:25][CH2:26][CH:21]([CH2:22][CH2:23]4)[N:20](C(OC(C)(C)C)=O)[C:19]=3[N:34]=2)[CH:12]=[N:13][CH:14]=1. Product: [F:8][C:9]1[CH:10]=[C:11]([C:15]2[CH:16]=[CH:17][C:18]3[N:24]4[CH2:25][CH2:26][CH:21]([CH2:22][CH2:23]4)[NH:20][C:19]=3[N:34]=2)[CH:12]=[N:13][CH:14]=1. (4) Reactant: Cl.[N+:2]([C:5]1[CH:20]=[CH:19][C:8]([O:9][C:10]([O:12][CH2:13][C:14]2[S:18][CH:17]=[N:16][CH:15]=2)=[O:11])=[CH:7][CH:6]=1)([O-:4])=[O:3].C(=O)([O-])[O-].[K+].[K+]. Product: [N+:2]([C:5]1[CH:6]=[CH:7][C:8]([O:9][C:10]([O:12][CH2:13][C:14]2[S:18][CH:17]=[N:16][CH:15]=2)=[O:11])=[CH:19][CH:20]=1)([O-:4])=[O:3]. The catalyst class is: 13. (5) Reactant: [NH2:1][C:2]1[N:3]=[N:4][C:5](Cl)=[CH:6][CH:7]=1.[CH3:9][O:10][C:11]1[CH:12]=[C:13](B(O)O)[CH:14]=[CH:15][C:16]=1[O:17][CH3:18].C([O-])([O-])=O.[K+].[K+].C([O-])(O)=O.[Na+]. Product: [CH3:9][O:10][C:11]1[CH:12]=[C:13]([C:5]2[N:4]=[N:3][C:2]([NH2:1])=[CH:7][CH:6]=2)[CH:14]=[CH:15][C:16]=1[O:17][CH3:18]. The catalyst class is: 394.